This data is from Reaction yield outcomes from USPTO patents with 853,638 reactions. The task is: Predict the reaction yield, written as a fraction of the theoretical maximum amount of product (1.0 means a 100% yield; for example, 0.34 means a 34% yield). The reactants are [N:1]1([CH2:7][C:8]2[CH:13]=[C:12]([C:14]([F:17])([F:16])[F:15])[CH:11]=[CH:10][C:9]=2[N:18]2[CH2:23][CH2:22][O:21][CH2:20][CH2:19]2)[CH2:6][CH2:5][NH:4][CH2:3][CH2:2]1.[C:24](=O)([O:33]N1C(=O)CCC1=O)[O:25][N:26]1[C:30](=[O:31])[CH2:29][CH2:28][C:27]1=[O:32].ClCCl.C(N(CC)C(C)C)(C)C. The catalyst is O. The product is [N:18]1([C:9]2[CH:10]=[CH:11][C:12]([C:14]([F:15])([F:16])[F:17])=[CH:13][C:8]=2[CH2:7][N:1]2[CH2:2][CH2:3][N:4]([C:24]([O:25][N:26]3[C:30](=[O:31])[CH2:29][CH2:28][C:27]3=[O:32])=[O:33])[CH2:5][CH2:6]2)[CH2:19][CH2:20][O:21][CH2:22][CH2:23]1. The yield is 0.180.